From a dataset of Reaction yield outcomes from USPTO patents with 853,638 reactions. Predict the reaction yield, written as a fraction of the theoretical maximum amount of product (1.0 means a 100% yield; for example, 0.34 means a 34% yield). The reactants are [F:1][C:2]1[CH:7]=[CH:6][CH:5]=[CH:4][C:3]=1[C:8]1[NH:12][CH:11]=[C:10]2[C:13](=[O:23])[N:14]([C:16]([O:18][C:19]([CH3:22])([CH3:21])[CH3:20])=[O:17])[CH2:15][C:9]=12.[H-].[Na+].[Cl:26][C:27]1[CH:28]=[C:29]([S:33](Cl)(=[O:35])=[O:34])[CH:30]=[CH:31][CH:32]=1.O. The catalyst is CN(C)C=O. The product is [Cl:26][C:27]1[CH:28]=[C:29]([S:33]([N:12]2[C:8]([C:3]3[CH:4]=[CH:5][CH:6]=[CH:7][C:2]=3[F:1])=[C:9]3[CH2:15][N:14]([C:16]([O:18][C:19]([CH3:20])([CH3:22])[CH3:21])=[O:17])[C:13](=[O:23])[C:10]3=[CH:11]2)(=[O:35])=[O:34])[CH:30]=[CH:31][CH:32]=1. The yield is 0.720.